Task: Predict the product of the given reaction.. Dataset: Forward reaction prediction with 1.9M reactions from USPTO patents (1976-2016) (1) The product is: [CH2:35]([N:21]1[CH2:22][CH2:23][N:18]([C:17]2[C:8]([C:5]3[CH:6]=[CH:7][C:2]([F:1])=[CH:3][CH:4]=3)=[N:9][C:10]3[C:15]([N:16]=2)=[CH:14][C:13]([C:25]([O:27][CH3:28])=[O:26])=[CH:12][CH:11]=3)[C@@H:19]([CH3:24])[CH2:20]1)[CH3:36]. Given the reactants [F:1][C:2]1[CH:7]=[CH:6][C:5]([C:8]2[C:17]([N:18]3[CH2:23][CH2:22][NH:21][CH2:20][C@@H:19]3[CH3:24])=[N:16][C:15]3[C:10](=[CH:11][CH:12]=[C:13]([C:25]([O:27][CH3:28])=[O:26])[CH:14]=3)[N:9]=2)=[CH:4][CH:3]=1.C(=O)([O-])[O-].[K+].[K+].[CH3:35][CH2:36]I, predict the reaction product. (2) Given the reactants [CH2:1]1[C:6]2[NH:7][C:8]3[C:13]([C:5]=2[CH2:4][CH2:3][NH:2]1)=[CH:12][CH:11]=[CH:10][CH:9]=3.Cl[CH2:15][CH2:16][CH2:17][N:18]1[CH2:23][CH2:22][N:21]([C:24]([O:26][C:27]([CH3:30])([CH3:29])[CH3:28])=[O:25])[CH2:20][CH2:19]1.C([O-])([O-])=O.[K+].[K+], predict the reaction product. The product is: [CH2:1]1[C:6]2[NH:7][C:8]3[C:13]([C:5]=2[CH2:4][CH2:3][N:2]1[CH2:15][CH2:16][CH2:17][N:18]1[CH2:23][CH2:22][N:21]([C:24]([O:26][C:27]([CH3:28])([CH3:30])[CH3:29])=[O:25])[CH2:20][CH2:19]1)=[CH:12][CH:11]=[CH:10][CH:9]=3.